From a dataset of Full USPTO retrosynthesis dataset with 1.9M reactions from patents (1976-2016). Predict the reactants needed to synthesize the given product. (1) Given the product [CH:1]1[N:9]([C@H:10]2[CH:14]=[CH:13][C@@H:12]([CH2:15][OH:16])[CH2:11]2)[C:8]2[N:7]=[C:6]([NH2:17])[N:5]=[C:4]([NH:18][CH:19]3[CH2:20][CH2:21]3)[C:3]=2[N:2]=1.[C:22]([O-:34])(=[O:33])/[CH:23]=[CH:24]/[C:25]1[CH:32]=[CH:31][C:29]([OH:30])=[C:27]([OH:28])[CH:26]=1, predict the reactants needed to synthesize it. The reactants are: [CH:1]1[N:9]([C@H:10]2[CH:14]=[CH:13][C@@H:12]([CH2:15][OH:16])[CH2:11]2)[C:8]2[N:7]=[C:6]([NH2:17])[N:5]=[C:4]([NH:18][CH:19]3[CH2:21][CH2:20]3)[C:3]=2[N:2]=1.[C:22]([OH:34])(=[O:33])/[CH:23]=[CH:24]/[C:25]1[CH:32]=[CH:31][C:29]([OH:30])=[C:27]([OH:28])[CH:26]=1. (2) Given the product [Cl:31][C:6]1[CH:5]=[C:4]([C:1]([NH2:2])=[O:3])[C:12]2[N:11]=[C:10]([C:13]3[CH:14]=[CH:15][C:16]([CH:19]4[CH2:23][CH2:22][CH2:21][NH:20]4)=[CH:17][CH:18]=3)[NH:9][C:8]=2[CH:7]=1, predict the reactants needed to synthesize it. The reactants are: [C:1]([C:4]1[C:12]2[N:11]=[C:10]([C:13]3[CH:18]=[CH:17][C:16]([CH:19]4[CH2:23][CH2:22][CH2:21][N:20]4C(OC(C)(C)C)=O)=[CH:15][CH:14]=3)[NH:9][C:8]=2[CH:7]=[C:6]([Cl:31])[CH:5]=1)(=[O:3])[NH2:2].C(O)(C(F)(F)F)=O. (3) Given the product [CH2:13]([O:16][C:7](=[O:8])[CH2:6][C:5]1[CH:9]=[CH:10][C:2]([OH:1])=[C:3]([O:11][CH3:12])[CH:4]=1)[CH2:14][CH3:15], predict the reactants needed to synthesize it. The reactants are: [OH:1][C:2]1[CH:10]=[CH:9][C:5]([CH2:6][CH2:7][OH:8])=[CH:4][C:3]=1[O:11][CH3:12].[CH2:13]([OH:16])[CH2:14][CH3:15].